This data is from Catalyst prediction with 721,799 reactions and 888 catalyst types from USPTO. The task is: Predict which catalyst facilitates the given reaction. (1) Reactant: [CH3:1][CH2:2][CH2:3][CH2:4][N:5]1[CH:10]([C:11]([NH:13][C:14]2[C:15]([CH3:21])=[CH:16][CH:17]=[CH:18][C:19]=2[CH3:20])=[O:12])[CH2:9][CH2:8][CH2:7][CH2:6]1.Cl.[OH-].[Na+]. Product: [CH3:1][CH2:2][CH2:3][CH2:4][N:5]1[CH:10]([C:11]([NH:13][C:14]2[C:15]([CH3:21])=[CH:16][CH:17]=[CH:18][C:19]=2[CH3:20])=[O:12])[CH2:9][CH2:8][CH2:7][CH2:6]1. The catalyst class is: 6. (2) Reactant: Cl[C:2]1[C:7]([N+:8]([O-:10])=[O:9])=[CH:6][CH:5]=[C:4]([Cl:11])[N:3]=1.[CH2:12]([N:14](CC)[CH2:15]C)[CH3:13].C(NC)C. Product: [Cl:11][C:4]1[N:3]=[C:2]([N:14]([CH2:12][CH3:13])[CH3:15])[C:7]([N+:8]([O-:10])=[O:9])=[CH:6][CH:5]=1. The catalyst class is: 10. (3) Reactant: Br[C:2]1[CH:7]=[CH:6][C:5]([Br:8])=[CH:4][N:3]=1.[F:9][C:10]1[CH:15]=[C:14]([F:16])[CH:13]=[CH:12][C:11]=1[OH:17].C([O-])([O-])=O.[K+].[K+]. The catalyst class is: 3. Product: [Br:8][C:5]1[CH:6]=[CH:7][C:2]([O:17][C:11]2[CH:12]=[CH:13][C:14]([F:16])=[CH:15][C:10]=2[F:9])=[N:3][CH:4]=1. (4) Reactant: [Br:1][C:2]1[C:7]([N+:8]([O-:10])=[O:9])=[CH:6][CH:5]=[CH:4][C:3]=1[OH:11].[C:12](=O)([O-])[O-].[Cs+].[Cs+].IC.O. Product: [Br:1][C:2]1[C:7]([N+:8]([O-:10])=[O:9])=[CH:6][CH:5]=[CH:4][C:3]=1[O:11][CH3:12]. The catalyst class is: 3. (5) Reactant: [CH2:1]([O:8][C:9]1[CH:10]=[C:11]2[C:16](=[CH:17][CH:18]=1)[N:15]=[C:14]([C@:19]1([CH3:25])[CH2:23][O:22]C(=O)[NH:20]1)[N:13]=[CH:12]2)[CH2:2][CH2:3][CH2:4][CH2:5][CH2:6][CH3:7].C(O)C.[OH-].[Li+]. The catalyst class is: 6. Product: [NH2:20][C@@:19]([C:14]1[N:13]=[CH:12][C:11]2[C:16](=[CH:17][CH:18]=[C:9]([O:8][CH2:1][CH2:2][CH2:3][CH2:4][CH2:5][CH2:6][CH3:7])[CH:10]=2)[N:15]=1)([CH3:25])[CH2:23][OH:22].